From a dataset of Forward reaction prediction with 1.9M reactions from USPTO patents (1976-2016). Predict the product of the given reaction. (1) Given the reactants C[O:2][C:3](=[O:29])[CH2:4][C:5]1[C:9]2[C:10]([Cl:28])=[CH:11][C:12]([O:15][CH2:16][C:17]3[C:18]([CH3:27])=[N:19][C:20]([C:23]([F:26])([F:25])[F:24])=[CH:21][CH:22]=3)=[C:13]([F:14])[C:8]=2[S:7][CH:6]=1.C1COCC1.[OH-].[Na+].Cl, predict the reaction product. The product is: [Cl:28][C:10]1[C:9]2[C:5]([CH2:4][C:3]([OH:29])=[O:2])=[CH:6][S:7][C:8]=2[C:13]([F:14])=[C:12]([O:15][CH2:16][C:17]2[C:18]([CH3:27])=[N:19][C:20]([C:23]([F:24])([F:26])[F:25])=[CH:21][CH:22]=2)[CH:11]=1. (2) Given the reactants [F:1][C:2]1[CH:3]=[C:4]([CH:42]=[CH:43][CH:44]=1)[CH2:5][N:6]1[C:14]2[C:9](=[N:10][C:11]([N:15](C(OC(C)(C)C)=O)[NH:16]C(OC(C)(C)C)=O)=[CH:12][CH:13]=2)[CH:8]=[C:7]1[C:31]([O:33]CC1C=CC=C(F)C=1)=[O:32].[OH-].[Na+].O.[CH3:48][C:49](O)=O, predict the reaction product. The product is: [F:1][C:2]1[CH:3]=[C:4]([CH:42]=[CH:43][CH:44]=1)[CH2:5][N:6]1[C:14]2[CH:13]=[CH:48][C:49]3[N:10]([C:11]([CH3:12])=[N:15][N:16]=3)[C:9]=2[CH:8]=[C:7]1[C:31]([OH:33])=[O:32]. (3) Given the reactants N[C@H:2]([C:10]([OH:12])=[O:11])[CH2:3][C:4]1[CH:9]=[CH:8][CH:7]=[CH:6][CH:5]=1.N([O-])=[O:14].[Na+].S(=O)(=O)(O)O, predict the reaction product. The product is: [OH:14][C@@H:2]([CH2:3][C:4]1[CH:9]=[CH:8][CH:7]=[CH:6][CH:5]=1)[C:10]([OH:12])=[O:11].[CH3:10][CH2:2][CH2:3][CH2:4][CH2:5][CH3:6]. (4) Given the reactants [N:1]1[C:8](Cl)=[N:7][C:5](Cl)=[N:4][C:2]=1Cl.[CH2:10]([O:17][C:18]1[CH:23]=[CH:22][C:21]([NH2:24])=[CH:20][C:19]=1[Cl:25])[C:11]1[CH:16]=[CH:15][CH:14]=[CH:13][CH:12]=1.C(N(C(C)C)CC)(C)C.[CH:35]1([NH2:42])[CH2:41][CH2:40][CH2:39][CH2:38][CH2:37][CH2:36]1.[CH3:43][N:44]1[CH2:49][CH2:48][CH:47]([NH:50]C)[CH2:46][CH2:45]1, predict the reaction product. The product is: [OH-:17].[NH4+:1].[CH2:10]([O:17][C:18]1[CH:23]=[CH:22][C:21]([NH:24][C:2]2[N:4]=[C:5]([NH:42][CH:35]3[CH2:41][CH2:40][CH2:39][CH2:38][CH2:37][CH2:36]3)[N:7]=[C:8]([NH:50][CH:47]3[CH2:48][CH2:49][N:44]([CH3:43])[CH2:45][CH2:46]3)[N:1]=2)=[CH:20][C:19]=1[Cl:25])[C:11]1[CH:12]=[CH:13][CH:14]=[CH:15][CH:16]=1. (5) Given the reactants FC(F)(F)C(O)=O.[C:8]1([C:14]2[CH:26]=[CH:25][C:17]([C:18]([O:20]C(C)(C)C)=[O:19])=[C:16]([NH:27][C:28](=[O:40])[C:29]3[CH:34]=[CH:33][CH:32]=[C:31]([N:35]4[CH:39]=[N:38][N:37]=[N:36]4)[CH:30]=3)[CH:15]=2)[CH:13]=[CH:12][CH:11]=[CH:10][CH:9]=1, predict the reaction product. The product is: [C:8]1([C:14]2[CH:26]=[CH:25][C:17]([C:18]([OH:20])=[O:19])=[C:16]([NH:27][C:28](=[O:40])[C:29]3[CH:34]=[CH:33][CH:32]=[C:31]([N:35]4[CH:39]=[N:38][N:37]=[N:36]4)[CH:30]=3)[CH:15]=2)[CH:13]=[CH:12][CH:11]=[CH:10][CH:9]=1. (6) Given the reactants [C:1]1([CH3:19])[CH:6]=[CH:5][C:4]([S:7]([N:10]2[CH2:15][CH2:14][S:13][CH2:12][C@H:11]2[C:16]([OH:18])=[O:17])(=[O:9])=[O:8])=[CH:3][CH:2]=1.[C:20]1([C:26]2[CH:33]=[CH:32][C:29]([CH2:30]O)=[CH:28][CH:27]=2)[CH:25]=[CH:24][CH:23]=[CH:22][CH:21]=1.C1CCC(N=C=NC2CCCCC2)CC1, predict the reaction product. The product is: [C:20]1([C:26]2[CH:27]=[CH:28][C:29]([CH2:30][O:17][C:16]([C@@H:11]3[CH2:12][S:13][CH2:14][CH2:15][N:10]3[S:7]([C:4]3[CH:3]=[CH:2][C:1]([CH3:19])=[CH:6][CH:5]=3)(=[O:9])=[O:8])=[O:18])=[CH:32][CH:33]=2)[CH:21]=[CH:22][CH:23]=[CH:24][CH:25]=1.